This data is from Forward reaction prediction with 1.9M reactions from USPTO patents (1976-2016). The task is: Predict the product of the given reaction. (1) The product is: [O:1]=[C:2]1[C:10]2[C:5](=[CH:6][CH:7]=[CH:8][CH:9]=2)[C:4](=[O:11])[N:3]1[CH2:12][C:13]1[CH:18]=[CH:17][C:16]([S:19]([NH:31][CH2:30][CH2:29][CH2:28][CH2:27][N:26]([CH2:32][CH2:33][CH3:34])[CH2:23][CH2:24][CH3:25])(=[O:21])=[O:20])=[CH:15][CH:14]=1. Given the reactants [O:1]=[C:2]1[C:10]2[C:5](=[CH:6][CH:7]=[CH:8][CH:9]=2)[C:4](=[O:11])[N:3]1[CH2:12][C:13]1[CH:18]=[CH:17][C:16]([S:19](Cl)(=[O:21])=[O:20])=[CH:15][CH:14]=1.[CH2:23]([N:26]([CH2:32][CH2:33][CH3:34])[CH2:27][CH2:28][CH2:29][CH2:30][NH2:31])[CH2:24][CH3:25].C(N(CC)CC)C.O, predict the reaction product. (2) Given the reactants [F:1][C:2]1[CH:7]=[C:6]([C:8]2[N:9]([CH2:22][CH2:23][O:24][CH3:25])[C:10]([S:20][CH3:21])=[N:11][C:12]=2[C:13]2[CH:18]=[CH:17][C:16]([F:19])=[CH:15][CH:14]=2)[CH:5]=[CH:4][N:3]=1.OO.N.C(OCC)(=[O:31])C, predict the reaction product. The product is: [F:1][C:2]1[CH:7]=[C:6]([C:8]2[N:9]([CH2:22][CH2:23][O:24][CH3:25])[C:10]([S:20]([CH3:21])=[O:31])=[N:11][C:12]=2[C:13]2[CH:14]=[CH:15][C:16]([F:19])=[CH:17][CH:18]=2)[CH:5]=[CH:4][N:3]=1. (3) Given the reactants [F:1][C:2]1[CH:7]=[C:6]([CH2:8][C:9]([C:11]2[CH:16]=[CH:15][CH:14]=[C:13]([C:17]([F:20])([F:19])[F:18])[CH:12]=2)=[O:10])[CH:5]=[CH:4][N:3]=1.[N:21](OC(C)(C)C)=[O:22].Cl, predict the reaction product. The product is: [F:1][C:2]1[CH:7]=[C:6]([C:8](=[N:21][OH:22])[C:9]([C:11]2[CH:16]=[CH:15][CH:14]=[C:13]([C:17]([F:18])([F:19])[F:20])[CH:12]=2)=[O:10])[CH:5]=[CH:4][N:3]=1.